From a dataset of Peptide-MHC class II binding affinity with 134,281 pairs from IEDB. Regression. Given a peptide amino acid sequence and an MHC pseudo amino acid sequence, predict their binding affinity value. This is MHC class II binding data. (1) The peptide sequence is VNKYLKVVFIPNYNV. The MHC is DRB1_0901 with pseudo-sequence DRB1_0901. The binding affinity (normalized) is 0.642. (2) The peptide sequence is ETIVENLLANVYHQI. The MHC is DRB5_0101 with pseudo-sequence DRB5_0101. The binding affinity (normalized) is 0.0916. (3) The peptide sequence is ASAAILGHDGTVWAQ. The MHC is DRB1_0101 with pseudo-sequence DRB1_0101. The binding affinity (normalized) is 0.387. (4) The peptide sequence is SRDLELSWNLNGLQAY. The MHC is DRB1_0802 with pseudo-sequence DRB1_0802. The binding affinity (normalized) is 0.405. (5) The peptide sequence is SKGSSSELSAQQKK. The MHC is DRB5_0101 with pseudo-sequence DRB5_0101. The binding affinity (normalized) is 0.172. (6) The peptide sequence is TEYRKLVLASAVSPQ. The MHC is H-2-IAd with pseudo-sequence H-2-IAd. The binding affinity (normalized) is 0.548. (7) The peptide sequence is DKRLAAYLMLMRSPS. The MHC is DRB1_0901 with pseudo-sequence DRB1_0901. The binding affinity (normalized) is 0.602.